From a dataset of TCR-epitope binding with 47,182 pairs between 192 epitopes and 23,139 TCRs. Binary Classification. Given a T-cell receptor sequence (or CDR3 region) and an epitope sequence, predict whether binding occurs between them. The epitope is HTTDPSFLGRY. The TCR CDR3 sequence is CASSPPPEAPSGAKNIQYF. Result: 0 (the TCR does not bind to the epitope).